Task: Predict the product of the given reaction.. Dataset: Forward reaction prediction with 1.9M reactions from USPTO patents (1976-2016) (1) Given the reactants NC1C=CC(C2C=CC([C:14](=[O:30])[CH2:15][CH:16]([CH2:22][CH2:23][C:24]3[CH:29]=[CH:28][CH:27]=[CH:26][CH:25]=3)[C:17]([O:19]CC)=[O:18])=CC=2)=CC=1.C(S(Cl)(=O)=O)CCC.N1C=CC=CC=1.[OH-].[Na+], predict the reaction product. The product is: [O:30]=[CH:14][CH2:15][CH:16]([CH2:22][CH2:23][C:24]1[CH:25]=[CH:26][CH:27]=[CH:28][CH:29]=1)[C:17]([OH:19])=[O:18]. (2) Given the reactants [CH2:1]1[C:10]2[C:5](=[CH:6][CH:7]=[CH:8][CH:9]=2)[CH:4]([NH:11][C:12]2[C:13]3[N:14]([C:24]([CH3:28])=[C:25]([CH3:27])[N:26]=3)[CH:15]=[C:16]([C:18](OC(C)C)=[O:19])[CH:17]=2)[CH2:3][O:2]1.[CH3:29][NH:30][CH2:31][CH2:32][OH:33].[C-]#N.[Na+], predict the reaction product. The product is: [CH2:1]1[C:10]2[C:5](=[CH:6][CH:7]=[CH:8][CH:9]=2)[CH:4]([NH:11][C:12]2[C:13]3[N:14]([C:24]([CH3:28])=[C:25]([CH3:27])[N:26]=3)[CH:15]=[C:16]([C:18]([N:30]([CH2:31][CH2:32][OH:33])[CH3:29])=[O:19])[CH:17]=2)[CH2:3][O:2]1. (3) Given the reactants [C:1]([N:8]([CH3:28])[CH:9]1[CH2:14][CH2:13][CH:12]([NH:15][CH2:16][C:17]2[CH:18]=[C:19](B(O)O)[CH:20]=[CH:21][C:22]=2[O:23][CH3:24])[CH2:11][CH2:10]1)([O:3][C:4]([CH3:7])([CH3:6])[CH3:5])=[O:2].Br[C:30]1[CH:35]=[CH:34][C:33]([S:36][CH3:37])=[CH:32][CH:31]=1.[Cl:38][C:39]1[C:40]2[C:50]([F:51])=[CH:49][CH:48]=[C:47]([F:52])[C:41]=2[S:42][C:43]=1[C:44](Cl)=[O:45], predict the reaction product. The product is: [Cl:38][C:39]1[C:40]2[C:50]([F:51])=[CH:49][CH:48]=[C:47]([F:52])[C:41]=2[S:42][C:43]=1[C:44]([N:15]([CH2:16][C:17]1[CH:18]=[C:19]([C:30]2[CH:35]=[CH:34][C:33]([S:36][CH3:37])=[CH:32][CH:31]=2)[CH:20]=[CH:21][C:22]=1[O:23][CH3:24])[CH:12]1[CH2:13][CH2:14][CH:9]([N:8]([CH3:28])[C:1](=[O:2])[O:3][C:4]([CH3:7])([CH3:6])[CH3:5])[CH2:10][CH2:11]1)=[O:45]. (4) Given the reactants COC(C1C=C(O)C2C(=C(OCC3C=CC=CC=3)C=CC=2)N=1)=O.C[O:25][C:26]([C:28]1[CH:37]=[C:36]([OH:38])[C:35]2[C:30](=[C:31]([NH2:45])[CH:32]=[C:33]([C:39]3[CH:44]=[CH:43][CH:42]=[CH:41][CH:40]=3)[CH:34]=2)[N:29]=1)=[O:27], predict the reaction product. The product is: [NH2:45][C:31]1[CH:32]=[C:33]([C:39]2[CH:40]=[CH:41][CH:42]=[CH:43][CH:44]=2)[CH:34]=[C:35]2[C:30]=1[N:29]=[C:28]([C:26]([OH:27])=[O:25])[CH:37]=[C:36]2[OH:38]. (5) Given the reactants Cl([O-])=O.[Na+].P([O-])(O)(O)=[O:6].[Na+].CC(=CC)C.[C:16]([O:20][C:21](=[O:35])[N:22]([CH2:24][CH2:25][O:26][C:27]1[CH:32]=[CH:31][CH:30]=[CH:29][C:28]=1[CH:33]=[O:34])[CH3:23])([CH3:19])([CH3:18])[CH3:17], predict the reaction product. The product is: [C:16]([O:20][C:21]([N:22]([CH3:23])[CH2:24][CH2:25][O:26][C:27]1[CH:32]=[CH:31][CH:30]=[CH:29][C:28]=1[C:33]([OH:6])=[O:34])=[O:35])([CH3:19])([CH3:17])[CH3:18]. (6) The product is: [C:24]([C:23]1[NH:33][N:32]=[C:21]([C:10]2[C:9]([CH3:30])=[C:8]([C:5]3[CH:6]=[CH:7][C:2]([Cl:1])=[CH:3][CH:4]=3)[N:12]([C:13]3[CH:18]=[CH:17][C:16]([Cl:19])=[CH:15][C:14]=3[Cl:20])[N:11]=2)[CH:22]=1)([CH3:27])([CH3:26])[CH3:25]. Given the reactants [Cl:1][C:2]1[CH:7]=[CH:6][C:5]([C:8]2[N:12]([C:13]3[CH:18]=[CH:17][C:16]([Cl:19])=[CH:15][C:14]=3[Cl:20])[N:11]=[C:10]([C:21](=O)[CH2:22][C:23](=O)[C:24]([CH3:27])([CH3:26])[CH3:25])[C:9]=2[CH3:30])=[CH:4][CH:3]=1.O.[NH2:32][NH2:33].C1COCC1, predict the reaction product.